Dataset: Full USPTO retrosynthesis dataset with 1.9M reactions from patents (1976-2016). Task: Predict the reactants needed to synthesize the given product. (1) Given the product [CH2:24]([NH:31][C:15](=[O:17])[CH3:16])[C:25]1[CH:30]=[CH:29][CH:28]=[CH:27][CH:26]=1, predict the reactants needed to synthesize it. The reactants are: C1C=CC2N(O)N=NC=2C=1.C(O[C:15](=[O:17])[CH3:16])(=O)C.N1C=CC=CC=1.[CH2:24]([NH2:31])[C:25]1[CH:30]=[CH:29][CH:28]=[CH:27][CH:26]=1. (2) Given the product [NH2:18][C:15]1[CH:16]=[CH:17][C:2]([Br:1])=[C:3]([CH:14]=1)[CH2:4][N:5]([CH3:13])[C:6](=[O:12])[O:7][C:8]([CH3:9])([CH3:10])[CH3:11], predict the reactants needed to synthesize it. The reactants are: [Br:1][C:2]1[CH:17]=[CH:16][C:15]([N+:18]([O-])=O)=[CH:14][C:3]=1[CH2:4][N:5]([CH3:13])[C:6](=[O:12])[O:7][C:8]([CH3:11])([CH3:10])[CH3:9].[Cl-].[NH4+]. (3) Given the product [Br:25][C:22]1[CH:23]=[CH:24][C:19]([O:14][CH2:13][C:12]2[C:8]([C:5]3[CH:4]=[CH:3][C:2]([F:1])=[CH:7][CH:6]=3)=[N:9][O:10][C:11]=2[CH3:15])=[N:20][CH:21]=1, predict the reactants needed to synthesize it. The reactants are: [F:1][C:2]1[CH:7]=[CH:6][C:5]([C:8]2[C:12]([CH2:13][OH:14])=[C:11]([CH3:15])[O:10][N:9]=2)=[CH:4][CH:3]=1.[H-].[Na+].Cl[C:19]1[CH:24]=[CH:23][C:22]([Br:25])=[CH:21][N:20]=1. (4) Given the product [CH2:1]([C:8]1([CH3:14])[C:9](=[O:13])[C:10]([CH:15]([C:16]2[CH:21]=[CH:20][CH:19]=[CH:18][CH:17]=2)[C:27]2[NH:28][C:29]3[C:34]([C:26]=2[CH2:25][C:24]([NH:37][C:38](=[O:40])[CH3:39])([CH3:23])[CH3:36])=[CH:33][CH:32]=[C:31]([CH3:35])[CH:30]=3)=[C:11]1[OH:12])[C:2]1[CH:7]=[CH:6][CH:5]=[CH:4][CH:3]=1, predict the reactants needed to synthesize it. The reactants are: [CH2:1]([C:8]1([CH3:14])[C:11](=[O:12])[CH2:10][C:9]1=[O:13])[C:2]1[CH:7]=[CH:6][CH:5]=[CH:4][CH:3]=1.[CH:15](=O)[C:16]1[CH:21]=[CH:20][CH:19]=[CH:18][CH:17]=1.[CH3:23][C:24]([NH:37][C:38](=[O:40])[CH3:39])([CH3:36])[CH2:25][C:26]1[C:34]2[C:29](=[CH:30][C:31]([CH3:35])=[CH:32][CH:33]=2)[NH:28][CH:27]=1.